This data is from Forward reaction prediction with 1.9M reactions from USPTO patents (1976-2016). The task is: Predict the product of the given reaction. (1) Given the reactants [CH2:1]([N:8]1[CH2:14][CH2:13][CH2:12][CH:11]=[CH:10][C:9]1=[O:15])[C:2]1[CH:7]=[CH:6][CH:5]=[CH:4][CH:3]=1.[Si]([C:20]#[N:21])(C)(C)C, predict the reaction product. The product is: [CH2:1]([N:8]1[CH2:14][CH2:13][CH2:12][CH:11]([C:20]#[N:21])[CH2:10][C:9]1=[O:15])[C:2]1[CH:7]=[CH:6][CH:5]=[CH:4][CH:3]=1. (2) Given the reactants [Li]CCCC.[F:6][C:7]1[CH:8]=[N:9][C:10]2[C:15]([CH:16]=1)=[CH:14][C:13]([O:17][CH3:18])=[CH:12][CH:11]=2.CN([CH:22]=[O:23])C.C(O)CC, predict the reaction product. The product is: [F:6][C:7]1[CH:8]=[N:9][C:10]2[C:15]([C:16]=1[CH:22]=[O:23])=[CH:14][C:13]([O:17][CH3:18])=[CH:12][CH:11]=2. (3) Given the reactants [CH2:1]([O:8][C:9]1[CH:14]=[CH:13][CH:12]=[C:11](Br)[N:10]=1)[C:2]1[CH:7]=[CH:6][CH:5]=[CH:4][CH:3]=1.[NH:16]1[CH2:20][CH2:19][CH2:18][CH2:17]1.CC(C)([O-])C.[Na+].C1(C)C=CC=CC=1, predict the reaction product. The product is: [CH2:1]([O:8][C:9]1[CH:14]=[CH:13][CH:12]=[C:11]([N:16]2[CH2:20][CH2:19][CH2:18][CH2:17]2)[N:10]=1)[C:2]1[CH:7]=[CH:6][CH:5]=[CH:4][CH:3]=1. (4) Given the reactants [S-2].[Na+].[Na+].[Se].[CH3:5][N:6]([CH2:8][CH:9]([C:18]1([OH:24])[CH2:23][CH2:22][CH2:21][CH2:20][CH2:19]1)[C:10]1[CH:11]=[CH:12][C:13]([O:16]C)=[CH:14][CH:15]=1)[CH3:7].C(OC(=O)C)C, predict the reaction product. The product is: [CH3:5][N:6]([CH2:8][CH:9]([C:18]1([OH:24])[CH2:23][CH2:22][CH2:21][CH2:20][CH2:19]1)[C:10]1[CH:11]=[CH:12][C:13]([OH:16])=[CH:14][CH:15]=1)[CH3:7]. (5) Given the reactants [F:1][C:2]([F:44])([F:43])[C:3]1[CH:4]=[C:5]([CH:40]=[CH:41][CH:42]=1)[CH2:6][NH:7][C:8]([C:10]1[CH:15]=[CH:14][N:13]=[C:12]([C:16]2[CH:21]=[C:20]([N:22]3[CH2:27][CH2:26][CH2:25][CH2:24][CH2:23]3)[CH:19]=[CH:18][C:17]=2[NH:28][C:29]([C:31]2[CH:32]=[C:33]([CH:37]=[CH:38][CH:39]=2)[C:34](O)=[O:35])=[O:30])[CH:11]=1)=[O:9].Cl.[CH3:46][NH:47][CH2:48][CH2:49][Cl:50].C(N(C(C)C)CC)(C)C.CN(C(ON1N=NC2C=CC=NC1=2)=[N+](C)C)C.F[P-](F)(F)(F)(F)F, predict the reaction product. The product is: [Cl:50][CH2:49][CH2:48][N:47]([CH3:46])[C:34](=[O:35])[C:33]1[CH:37]=[CH:38][CH:39]=[C:31]([C:29]([NH:28][C:17]2[CH:18]=[CH:19][C:20]([N:22]3[CH2:27][CH2:26][CH2:25][CH2:24][CH2:23]3)=[CH:21][C:16]=2[C:12]2[CH:11]=[C:10]([C:8](=[O:9])[NH:7][CH2:6][C:5]3[CH:40]=[CH:41][CH:42]=[C:3]([C:2]([F:43])([F:1])[F:44])[CH:4]=3)[CH:15]=[CH:14][N:13]=2)=[O:30])[CH:32]=1.